From a dataset of Reaction yield outcomes from USPTO patents with 853,638 reactions. Predict the reaction yield, written as a fraction of the theoretical maximum amount of product (1.0 means a 100% yield; for example, 0.34 means a 34% yield). (1) The reactants are [S:1]([N:11]1[CH:15]=[CH:14][C:13]([C:16]([OH:18])=[O:17])=[CH:12]1)([C:4]1[CH:10]=[CH:9][C:7]([CH3:8])=[CH:6][CH:5]=1)(=[O:3])=[O:2].[C:19]1([CH3:25])[CH:24]=CC=C[CH:20]=1.C(OC(OC(C)(C)C)N(C)C)(C)(C)C. The catalyst is O. The product is [S:1]([N:11]1[CH:15]=[CH:14][C:13]([C:16]([O:18][C:19]([CH3:25])([CH3:24])[CH3:20])=[O:17])=[CH:12]1)([C:4]1[CH:5]=[CH:6][C:7]([CH3:8])=[CH:9][CH:10]=1)(=[O:2])=[O:3]. The yield is 0.920. (2) The reactants are Cl[C:2]1[C:11]2[CH2:10][CH2:9][CH2:8][CH2:7][C:6]=2[C:5]([Cl:12])=[N:4][N:3]=1.[Cl-].[F:14][C:15]1[CH:22]=[CH:21][C:18]([CH2:19][Zn+])=[CH:17][CH:16]=1. The catalyst is C1COCC1. The product is [Cl:12][C:5]1[C:6]2[CH2:7][CH2:8][CH2:9][CH2:10][C:11]=2[C:2]([CH2:19][C:18]2[CH:21]=[CH:22][C:15]([F:14])=[CH:16][CH:17]=2)=[N:3][N:4]=1. The yield is 0.300. (3) The reactants are [Cl:1][C:2]1[N:7]=[C:6]([C:8]2[S:12][C:11]([N:13]3[CH2:18][CH2:17][N:16](C(OC(C)(C)C)=O)[CH2:15][CH2:14]3)=[N:10][C:9]=2[C:26]2[CH:31]=[CH:30][CH:29]=[C:28]([NH:32][S:33]([C:36]3[C:41]([F:42])=[CH:40][CH:39]=[CH:38][C:37]=3[F:43])(=[O:35])=[O:34])[C:27]=2[F:44])[CH:5]=[CH:4][N:3]=1.C(O)(C(F)(F)F)=O. The catalyst is C(Cl)Cl. The product is [Cl:1][C:2]1[N:7]=[C:6]([C:8]2[S:12][C:11]([N:13]3[CH2:18][CH2:17][NH:16][CH2:15][CH2:14]3)=[N:10][C:9]=2[C:26]2[C:27]([F:44])=[C:28]([NH:32][S:33]([C:36]3[C:37]([F:43])=[CH:38][CH:39]=[CH:40][C:41]=3[F:42])(=[O:35])=[O:34])[CH:29]=[CH:30][CH:31]=2)[CH:5]=[CH:4][N:3]=1. The yield is 0.950. (4) The reactants are [OH:1][C:2]1[CH:6]=[C:5]([C:7]([O:9][CH3:10])=[O:8])[N:4]([CH3:11])[N:3]=1.[Na+].Cl[C:14]([F:19])([F:18])C([O-])=O.C(=O)([O-])[O-].[K+].[K+].O. The catalyst is CN(C)C=O. The product is [CH3:10][O:9][C:7]([C:5]1[N:4]([CH3:11])[N:3]=[C:2]([O:1][CH:14]([F:19])[F:18])[CH:6]=1)=[O:8]. The yield is 0.400. (5) The reactants are [NH2:1][C:2]1[CH:10]=[C:9]([Cl:11])[CH:8]=[CH:7][C:3]=1[C:4]([NH2:6])=[O:5].CCN(C(C)C)C(C)C.Cl[C:22](=[O:28])[C:23]([O:25][CH2:26][CH3:27])=[O:24]. The catalyst is C1COCC1. The product is [C:4]([C:3]1[CH:7]=[CH:8][C:9]([Cl:11])=[CH:10][C:2]=1[NH:1][C:22](=[O:28])[C:23]([O:25][CH2:26][CH3:27])=[O:24])(=[O:5])[NH2:6]. The yield is 0.880. (6) The reactants are [NH2:1][C:2]1[CH:10]=[C:9]([Cl:11])[CH:8]=[CH:7][C:3]=1[C:4](O)=O.[C:12]1(=O)[CH2:17][CH2:16][CH2:15][CH2:14][CH2:13]1.P(Cl)(Cl)([Cl:21])=O. No catalyst specified. The product is [Cl:11][C:9]1[CH:10]=[C:2]2[C:3](=[CH:7][CH:8]=1)[C:4]([Cl:21])=[C:17]1[C:12]([CH2:13][CH2:14][CH2:15][CH2:16]1)=[N:1]2. The yield is 0.982. (7) The yield is 0.570. The catalyst is C(Cl)Cl. The product is [Br:15][C:12]1[N:11]=[C:10]([C:16]([NH:18][CH2:19][C:20]2[CH:25]=[CH:24][C:23]([F:26])=[CH:22][CH:21]=2)=[O:17])[C:9]([OH:8])=[CH:14][CH:13]=1. The reactants are C([O:8][C:9]1[C:10]([C:16]([NH:18][CH2:19][C:20]2[CH:25]=[CH:24][C:23]([F:26])=[CH:22][CH:21]=2)=[O:17])=[N:11][C:12]([Br:15])=[CH:13][CH:14]=1)C1C=CC=CC=1.B(Br)(Br)Br.CO.C([O-])([O-])=O.[K+].[K+]. (8) The reactants are C(OC([N:8]1[CH2:11][CH:10]([NH:12][C:13]2[CH:14]=[C:15]3[C:24](=[CH:25][C:26]=2[O:27][CH2:28][C:29]2[CH:34]=[CH:33][CH:32]=[CH:31][CH:30]=2)[O:23][CH2:22][C:21]2[N:16]3[CH:17]([CH3:36])[C:18](=[O:35])[NH:19][N:20]=2)[CH2:9]1)=O)(C)(C)C.[C:37]([OH:43])([C:39]([F:42])([F:41])[F:40])=[O:38]. The catalyst is C(Cl)Cl. The product is [F:40][C:39]([F:42])([F:41])[C:37]([OH:43])=[O:38].[NH:8]1[CH2:11][CH:10]([NH:12][C:13]2[CH:14]=[C:15]3[C:24](=[CH:25][C:26]=2[O:27][CH2:28][C:29]2[CH:34]=[CH:33][CH:32]=[CH:31][CH:30]=2)[O:23][CH2:22][C:21]2[N:16]3[CH:17]([CH3:36])[C:18](=[O:35])[NH:19][N:20]=2)[CH2:9]1. The yield is 0.580.